This data is from Forward reaction prediction with 1.9M reactions from USPTO patents (1976-2016). The task is: Predict the product of the given reaction. Given the reactants [F:1]/[C:2](=[CH:7]\[C:8]1[CH:13]=[CH:12][CH:11]=[C:10]([NH:14][C:15]2[C:23]3[C:18](=[N:19][CH:20]=[CH:21][C:22]=3[O:24][C:25]3[CH:30]=[CH:29][C:28]([O:31][C:32]4[CH:37]=[CH:36][CH:35]=[CH:34][CH:33]=4)=[CH:27][CH:26]=3)[N:17]([CH2:38][C:39]3[CH:44]=[CH:43][C:42]([O:45][CH3:46])=[CH:41][CH:40]=3)[N:16]=2)[CH:9]=1)/[C:3]([O:5]C)=[O:4].[Li+].[OH-], predict the reaction product. The product is: [F:1]/[C:2](=[CH:7]\[C:8]1[CH:13]=[CH:12][CH:11]=[C:10]([NH:14][C:15]2[C:23]3[C:18](=[N:19][CH:20]=[CH:21][C:22]=3[O:24][C:25]3[CH:30]=[CH:29][C:28]([O:31][C:32]4[CH:37]=[CH:36][CH:35]=[CH:34][CH:33]=4)=[CH:27][CH:26]=3)[N:17]([CH2:38][C:39]3[CH:44]=[CH:43][C:42]([O:45][CH3:46])=[CH:41][CH:40]=3)[N:16]=2)[CH:9]=1)/[C:3]([OH:5])=[O:4].